Predict the reactants needed to synthesize the given product. From a dataset of Full USPTO retrosynthesis dataset with 1.9M reactions from patents (1976-2016). (1) Given the product [NH2:1][C:2]1[N:3]=[C:4]([O:30][CH2:51][C:52]2[O:53][C:54](=[O:58])[O:55][C:56]=2[CH3:57])[C:5]2[S:10][C:9](=[O:11])[N:8]([C@@H:12]3[O:24][C@H:23]([CH2:25][O:26][C:27](=[O:29])[CH3:28])[C@@H:18]([O:19][C:20](=[O:22])[CH3:21])[C@H:13]3[O:14][C:15](=[O:17])[CH3:16])[C:6]=2[N:7]=1, predict the reactants needed to synthesize it. The reactants are: [NH2:1][C:2]1[NH:3][C:4](=[O:30])[C:5]2[S:10][C:9](=[O:11])[N:8]([C@@H:12]3[O:24][C@H:23]([CH2:25][O:26][C:27](=[O:29])[CH3:28])[C@@H:18]([O:19][C:20](=[O:22])[CH3:21])[C@H:13]3[O:14][C:15](=[O:17])[CH3:16])[C:6]=2[N:7]=1.C1(P(C2C=CC=CC=2)C2C=CC=CC=2)C=CC=CC=1.O[CH2:51][C:52]1[O:53][C:54](=[O:58])[O:55][C:56]=1[CH3:57].N(C(OCC)=O)=NC(OCC)=O. (2) Given the product [NH:1]1[C:9]2[C:4](=[CH:5][CH:6]=[CH:7][CH:8]=2)[C:3]([C:10]([O:12][CH3:13])=[O:11])=[N:2]1, predict the reactants needed to synthesize it. The reactants are: [NH:1]1[C:9]2[C:4](=[CH:5][CH:6]=[CH:7][CH:8]=2)[C:3]([C:10]([OH:12])=[O:11])=[N:2]1.[CH3:13]O. (3) Given the product [Cl:74][C:75]1[CH:82]=[CH:81][C:78]([CH2:79][NH:80][C:15](=[O:17])[CH2:14][C@@H:13]2[CH2:12][CH:11]=[CH:10][CH2:9][CH2:8][C:7](=[O:22])[O:6][C@H:5]([C:23]3[CH:24]=[CH:25][CH:26]=[CH:27][CH:28]=3)[CH2:4][NH:3][C:2]2=[O:1])=[CH:77][CH:76]=1, predict the reactants needed to synthesize it. The reactants are: [O:1]=[C:2]1[C@H:13]([CH2:14][C:15]([O:17]C(C)(C)C)=O)[CH2:12][CH:11]=[CH:10][CH2:9][CH2:8][C:7](=[O:22])[O:6][C@H:5]([C:23]2[CH:28]=[CH:27][CH:26]=[CH:25][CH:24]=2)[CH2:4][NH:3]1.FC(F)(F)C(O)=O.O=C1[C@H](CC(O)=O)CC=CCCC(=O)O[C@H](C2C=CC=CC=2)CN1.C(Cl)CCl.C1C=CC2N(O)N=NC=2C=1.[Cl:74][C:75]1[CH:82]=[CH:81][C:78]([CH2:79][NH2:80])=[CH:77][CH:76]=1.CCN(C(C)C)C(C)C.